Dataset: Peptide-MHC class I binding affinity with 185,985 pairs from IEDB/IMGT. Task: Regression. Given a peptide amino acid sequence and an MHC pseudo amino acid sequence, predict their binding affinity value. This is MHC class I binding data. (1) The MHC is HLA-A02:01 with pseudo-sequence HLA-A02:01. The binding affinity (normalized) is 0. The peptide sequence is ELVKHGLRAL. (2) The peptide sequence is LSSLTVTQL. The MHC is Patr-B0101 with pseudo-sequence Patr-B0101. The binding affinity (normalized) is 0.429. (3) The peptide sequence is RTRFFCIPK. The MHC is HLA-A11:01 with pseudo-sequence HLA-A11:01. The binding affinity (normalized) is 0.719. (4) The peptide sequence is VFHLYLQYI. The MHC is HLA-A24:02 with pseudo-sequence HLA-A24:02. The binding affinity (normalized) is 0.353. (5) The peptide sequence is CLVSGLSSL. The MHC is HLA-B57:01 with pseudo-sequence HLA-B57:01. The binding affinity (normalized) is 0.0847. (6) The peptide sequence is AIDDFCLFA. The MHC is HLA-B39:01 with pseudo-sequence HLA-B39:01. The binding affinity (normalized) is 0.0847.